From a dataset of Forward reaction prediction with 1.9M reactions from USPTO patents (1976-2016). Predict the product of the given reaction. (1) Given the reactants [CH2:1]([O:8][C:9]1[CH:14]=[CH:13][C:12]([CH2:15][C@H:16]([NH:21][C:22]([O:24][CH2:25][CH:26]2[C:38]3[CH:37]=[CH:36][CH:35]=[CH:34][C:33]=3[C:32]3[C:27]2=[CH:28][CH:29]=[CH:30][CH:31]=3)=[O:23])[C:17]([O:19]C)=[O:18])=[C:11]([F:39])[CH:10]=1)[C:2]1[CH:7]=[CH:6][CH:5]=[CH:4][CH:3]=1.[I-].[Li+], predict the reaction product. The product is: [CH2:1]([O:8][C:9]1[CH:14]=[CH:13][C:12]([CH2:15][C@H:16]([NH:21][C:22]([O:24][CH2:25][CH:26]2[C:27]3[CH:28]=[CH:29][CH:30]=[CH:31][C:32]=3[C:33]3[C:38]2=[CH:37][CH:36]=[CH:35][CH:34]=3)=[O:23])[C:17]([OH:19])=[O:18])=[C:11]([F:39])[CH:10]=1)[C:2]1[CH:3]=[CH:4][CH:5]=[CH:6][CH:7]=1. (2) Given the reactants [ClH:1].[F:2][C:3]([F:22])([F:21])[C:4]([NH:6][CH2:7][C:8]1[CH:13]=[CH:12][C:11]([F:14])=[C:10]([C:15]2[CH:20]=[CH:19][N:18]=[CH:17][CH:16]=2)[CH:9]=1)=[O:5], predict the reaction product. The product is: [ClH:1].[F:21][C:3]([F:2])([F:22])[C:4]([NH:6][CH2:7][C:8]1[CH:13]=[CH:12][C:11]([F:14])=[C:10]([CH:15]2[CH2:20][CH2:19][NH:18][CH2:17][CH2:16]2)[CH:9]=1)=[O:5]. (3) Given the reactants F[C:2]1[CH:9]=[CH:8][C:7]([F:10])=[CH:6][C:3]=1[C:4]#[N:5].[NH2:11][C:12]1[CH:17]=[CH:16][C:15]([OH:18])=[CH:14][C:13]=1[CH3:19].C(=O)([O-])[O-].[K+].[K+], predict the reaction product. The product is: [NH2:11][C:12]1[CH:17]=[CH:16][C:15]([O:18][C:2]2[CH:9]=[CH:8][C:7]([F:10])=[CH:6][C:3]=2[C:4]#[N:5])=[CH:14][C:13]=1[CH3:19]. (4) Given the reactants [Cl:1][C:2]1[CH:7]=[CH:6][C:5]([C:8]2([OH:29])[C:16]3[C:11](=[CH:12][CH:13]=[CH:14][CH:15]=3)[C:10](=[O:17])[N:9]2[CH2:18][CH2:19][C:20]2[CH:25]=[CH:24][C:23]([N+:26]([O-:28])=[O:27])=[CH:22][CH:21]=2)=[CH:4][CH:3]=1.[CH2:30](O)[CH2:31][CH2:32][CH2:33][OH:34], predict the reaction product. The product is: [Cl:1][C:2]1[CH:7]=[CH:6][C:5]([C:8]2([O:29][CH2:30][CH2:31][CH2:32][CH2:33][OH:34])[C:16]3[C:11](=[CH:12][CH:13]=[CH:14][CH:15]=3)[C:10](=[O:17])[N:9]2[CH2:18][CH2:19][C:20]2[CH:25]=[CH:24][C:23]([N+:26]([O-:28])=[O:27])=[CH:22][CH:21]=2)=[CH:4][CH:3]=1. (5) Given the reactants [C:1]1(=[O:11])[C:5]2([CH2:10][CH2:9][CH2:8][CH2:7][CH2:6]2)[CH2:4][CH2:3][NH:2]1.[H-].[Na+].Br[CH2:15][C:16]1[C:21]([Cl:22])=[CH:20][C:19]([O:23][CH2:24][C:25]2[CH:30]=[CH:29][CH:28]=[CH:27][CH:26]=2)=[CH:18][C:17]=1[Cl:31].Cl, predict the reaction product. The product is: [CH2:24]([O:23][C:19]1[CH:18]=[C:17]([Cl:31])[C:16]([CH2:15][N:2]2[CH2:3][CH2:4][C:5]3([CH2:10][CH2:9][CH2:8][CH2:7][CH2:6]3)[C:1]2=[O:11])=[C:21]([Cl:22])[CH:20]=1)[C:25]1[CH:26]=[CH:27][CH:28]=[CH:29][CH:30]=1. (6) Given the reactants [CH3:1][O:2][C:3]1[N:8]=[CH:7][C:6]([CH:9](O)[CH2:10][CH3:11])=[CH:5][CH:4]=1.S(Cl)([Cl:15])=O, predict the reaction product. The product is: [Cl:15][CH:9]([C:6]1[CH:5]=[CH:4][C:3]([O:2][CH3:1])=[N:8][CH:7]=1)[CH2:10][CH3:11]. (7) Given the reactants CN(C)C=O.[C:6]([O:10][C:11]([C@H:13]1[CH2:15][C@H:14]1[CH:16]1[CH2:20][CH2:19][NH:18][C:17]1=[O:21])=[O:12])([CH3:9])([CH3:8])[CH3:7].[H-].[Na+].[CH2:24](Cl)[C:25]1[CH:30]=[CH:29][CH:28]=[CH:27][CH:26]=1, predict the reaction product. The product is: [CH2:24]([N:18]1[CH2:19][CH2:20][CH:16]([CH:14]2[CH2:15][CH:13]2[C:11]([O:10][C:6]([CH3:9])([CH3:7])[CH3:8])=[O:12])[C:17]1=[O:21])[C:25]1[CH:30]=[CH:29][CH:28]=[CH:27][CH:26]=1. (8) The product is: [Br:21][C:22]1[CH:27]=[CH:26][CH:25]=[CH:24][C:23]=1[NH:28][C:29]([NH:19][C:14]1[CH:15]=[CH:16][C:17]([Cl:18])=[C:12]([S:9]([NH:8][CH:5]2[CH2:7][CH2:6]2)(=[O:11])=[O:10])[C:13]=1[OH:20])=[O:30]. Given the reactants NC(N)=O.[CH:5]1([NH:8][S:9]([C:12]2[C:17]([Cl:18])=[CH:16][CH:15]=[C:14]([NH2:19])[C:13]=2[OH:20])(=[O:11])=[O:10])[CH2:7][CH2:6]1.[Br:21][C:22]1[CH:27]=[CH:26][CH:25]=[CH:24][C:23]=1[N:28]=[C:29]=[O:30], predict the reaction product. (9) Given the reactants [Cl:1][CH2:2][CH2:3][N:4]=[C:5]=[S:6].[CH2:7]([O:14][C:15]1[CH:16]=[C:17]([NH2:21])[CH:18]=[CH:19][CH:20]=1)[C:8]1[CH:13]=[CH:12][CH:11]=[CH:10][CH:9]=1, predict the reaction product. The product is: [CH2:7]([O:14][C:15]1[CH:16]=[C:17]([NH:21][C:5]([NH:4][CH2:3][CH2:2][Cl:1])=[S:6])[CH:18]=[CH:19][CH:20]=1)[C:8]1[CH:9]=[CH:10][CH:11]=[CH:12][CH:13]=1.